Dataset: Catalyst prediction with 721,799 reactions and 888 catalyst types from USPTO. Task: Predict which catalyst facilitates the given reaction. (1) Reactant: C(NC(C)C)(C)C.C([Li])CCC.[C:13]([C:15]1[C:20]([F:21])=[CH:19][CH:18]=[CH:17][N:16]=1)#[N:14].[I:22]I. Product: [F:21][C:20]1[C:15]([C:13]#[N:14])=[N:16][CH:17]=[CH:18][C:19]=1[I:22]. The catalyst class is: 56. (2) Reactant: C[O:2][C:3](=[O:30])[C@H:4]([CH2:22][C:23]1[CH:28]=[CH:27][C:26]([NH2:29])=[CH:25][CH:24]=1)[NH:5][C:6]([C:8]1([CH2:13][C:14]2[CH:19]=[CH:18][C:17]([O:20][CH3:21])=[CH:16][CH:15]=2)[CH2:12][CH2:11][CH2:10][CH2:9]1)=[O:7].[Cl:31][C:32]1[CH:40]=[CH:39][CH:38]=[C:37]([Cl:41])[C:33]=1[C:34](Cl)=[O:35].N1C(C)=CC=CC=1C. Product: [Cl:31][C:32]1[CH:40]=[CH:39][CH:38]=[C:37]([Cl:41])[C:33]=1[C:34]([NH:29][C:26]1[CH:27]=[CH:28][C:23]([CH2:22][C@@H:4]([C:3]([OH:2])=[O:30])[NH:5][C:6]([C:8]2([CH2:13][C:14]3[CH:19]=[CH:18][C:17]([O:20][CH3:21])=[CH:16][CH:15]=3)[CH2:12][CH2:11][CH2:10][CH2:9]2)=[O:7])=[CH:24][CH:25]=1)=[O:35]. The catalyst class is: 363.